From a dataset of Full USPTO retrosynthesis dataset with 1.9M reactions from patents (1976-2016). Predict the reactants needed to synthesize the given product. (1) Given the product [CH3:10][C:9](=[CH2:11])[C:8](=[N:7][C:1]1[CH:6]=[CH:5][CH:4]=[CH:3][CH:2]=1)[O:12][C:19]1[CH:24]=[CH:23][CH:22]=[CH:21][CH:20]=1, predict the reactants needed to synthesize it. The reactants are: [C:1]1([NH:7][C:8](=[O:12])[C:9]([CH3:11])=[CH2:10])[CH:6]=[CH:5][CH:4]=[CH:3][CH:2]=1.P(Cl)(Cl)(Cl)(Cl)Cl.[C:19]1(O)[CH:24]=[CH:23][CH:22]=[CH:21][CH:20]=1.[H-].[Na+]. (2) Given the product [Br:1][C:2]1[C:11]2[C:6](=[CH:7][CH:8]=[CH:9][CH:10]=2)[C:5]([CH2:12][Br:17])=[CH:4][CH:3]=1, predict the reactants needed to synthesize it. The reactants are: [Br:1][C:2]1(CC([O-])=O)[C:11]2[C:6](=[CH:7][CH:8]=[CH:9][CH:10]=2)[C:5]([CH3:12])=[CH:4][CH2:3]1.[Br:17]N1C(=O)CCC1=O.N(C(C)(C)C#N)=NC(C)(C)C#N.